This data is from Forward reaction prediction with 1.9M reactions from USPTO patents (1976-2016). The task is: Predict the product of the given reaction. (1) The product is: [Cl:11][C@@H:4]([B:20]([O:34][C:23]12[CH2:31][CH:27]([C:28]1([CH3:30])[CH3:29])[CH2:26][CH2:25][C:24]2([OH:33])[CH3:32])[OH:22])[CH2:3][C:2]1[CH:1]=[CH:39][CH:35]=[CH:36][CH:37]=1. Given the reactants [CH2:1]([Li])[CH2:2][CH2:3][CH3:4].ClCCl.[Li]C(Cl)[Cl:11].C1(C[B:20]([OH:22])O)C=CC=CC=1.[C:23]12([OH:34])[CH2:31][CH:27]([C:28]1([CH3:30])[CH3:29])[CH2:26][CH2:25][C:24]2([OH:33])[CH3:32].[CH2:35]1[CH2:39]O[CH2:37][CH2:36]1, predict the reaction product. (2) The product is: [CH2:13]([NH:1][C@@H:2]([CH2:5][C:6]1[CH:7]=[CH:8][C:9]([I:12])=[CH:10][CH:11]=1)[CH2:3][OH:4])[C:14]1[CH:19]=[CH:18][CH:17]=[CH:16][CH:15]=1. Given the reactants [NH2:1][C@@H:2]([CH2:5][C:6]1[CH:11]=[CH:10][C:9]([I:12])=[CH:8][CH:7]=1)[CH2:3][OH:4].[CH:13](=O)[C:14]1[CH:19]=[CH:18][CH:17]=[CH:16][CH:15]=1, predict the reaction product. (3) The product is: [CH2:17]([O:24][C:25](=[O:48])[CH2:26][N:27]([CH2:44][CH2:45][CH2:46][CH3:47])[S:28]([C:31]1[CH:36]=[CH:35][C:34]([N:37]2[CH2:38][CH2:39][CH:40]([NH:1][CH2:2][C@H:3]([OH:4])[C:5]3[CH:6]=[CH:7][C:8]([OH:16])=[C:9]([NH:11][S:12]([CH3:15])(=[O:14])=[O:13])[CH:10]=3)[CH2:41][CH2:42]2)=[CH:33][CH:32]=1)(=[O:30])=[O:29])[C:18]1[CH:23]=[CH:22][CH:21]=[CH:20][CH:19]=1. Given the reactants [NH2:1][CH2:2][C@@H:3]([C:5]1[CH:6]=[CH:7][C:8]([OH:16])=[C:9]([NH:11][S:12]([CH3:15])(=[O:14])=[O:13])[CH:10]=1)[OH:4].[CH2:17]([O:24][C:25](=[O:48])[CH2:26][N:27]([CH2:44][CH2:45][CH2:46][CH3:47])[S:28]([C:31]1[CH:36]=[CH:35][C:34]([N:37]2[CH2:42][CH2:41][C:40](=O)[CH2:39][CH2:38]2)=[CH:33][CH:32]=1)(=[O:30])=[O:29])[C:18]1[CH:23]=[CH:22][CH:21]=[CH:20][CH:19]=1, predict the reaction product. (4) Given the reactants [CH3:1][C@@H:2]1[C@H:20]([OH:21])[C@@H:19]([CH3:22])[C:17](=[O:18])[C:16]([CH3:24])([CH3:23])[C@@H:15]([OH:25])[CH2:14][C:12](=[O:13])[O:11][C@H:10](/[C:26](/[CH3:35])=[CH:27]/[C:28]2[N:32]=[C:31]([CH2:33]O)[S:30][CH:29]=2)[CH2:9][C@@H:7]2[O:8][C@:6]2([CH3:36])[CH2:5][CH2:4][CH2:3]1.C1(P([N:51]=[N+]=[N-])(C2C=CC=CC=2)=O)C=CC=CC=1.N12CCCN=C1CCCCC2.C([O-])(=O)C.[NH4+].CP(C)C.O1CCCC1, predict the reaction product. The product is: [NH2:51][CH2:33][C:31]1[S:30][CH:29]=[C:28]([CH:27]=[C:26]([CH:10]2[O:11][C:12](=[O:13])[CH2:14][CH:15]([OH:25])[C:16]([CH3:24])([CH3:23])[C:17](=[O:18])[CH:19]([CH3:22])[CH:20]([OH:21])[CH:2]([CH3:1])[CH2:3][CH2:4][CH2:5][C:6]3([CH3:36])[CH:7]([O:8]3)[CH2:9]2)[CH3:35])[N:32]=1. (5) Given the reactants [Cl:1][C:2]1[C:7]([C:8]2[CH:9]=[N:10][C:11]([C:16]([F:19])([F:18])[F:17])=[CH:12][C:13]=2[C:14]#[N:15])=[CH:6][C:5]([S:20](Cl)(=[O:22])=[O:21])=[C:4]([O:24][CH3:25])[CH:3]=1.N1C=CC=CC=1.[CH3:32][NH:33][C:34]1[CH:39]=[CH:38][CH:37]=[CH:36][CH:35]=1.Cl, predict the reaction product. The product is: [Cl:1][C:2]1[C:7]([C:8]2[CH:9]=[N:10][C:11]([C:16]([F:19])([F:18])[F:17])=[CH:12][C:13]=2[C:14]#[N:15])=[CH:6][C:5]([S:20]([N:33]([CH3:32])[C:34]2[CH:39]=[CH:38][CH:37]=[CH:36][CH:35]=2)(=[O:22])=[O:21])=[C:4]([O:24][CH3:25])[CH:3]=1. (6) Given the reactants [CH:1]([Si:4]([O:11][CH2:12][C@@H:13]([OH:23])[CH2:14][NH:15][C:16]([O:18][C:19]([CH3:22])([CH3:21])[CH3:20])=[O:17])([CH:8]([CH3:10])[CH3:9])[CH:5]([CH3:7])[CH3:6])([CH3:3])[CH3:2].[H-].[Na+].[CH3:26][O:27][C:28]1[CH:29]=[C:30]([CH:33]=[CH:34][C:35]=1[O:36][CH3:37])[CH2:31]Br, predict the reaction product. The product is: [CH:8]([Si:4]([O:11][CH2:12][C@@H:13]([O:23][CH2:31][C:30]1[CH:33]=[CH:34][C:35]([O:36][CH3:37])=[C:28]([O:27][CH3:26])[CH:29]=1)[CH2:14][NH:15][C:16]([O:18][C:19]([CH3:22])([CH3:21])[CH3:20])=[O:17])([CH:5]([CH3:7])[CH3:6])[CH:1]([CH3:3])[CH3:2])([CH3:9])[CH3:10]. (7) Given the reactants [C:1]1([CH3:12])[CH:6]=[CH:5][C:4]([CH:7]([CH2:10][CH3:11])[C:8]#[N:9])=[CH:3][CH:2]=1.[CH2:13](N)[CH2:14][NH2:15], predict the reaction product. The product is: [C:1]1([CH3:12])[CH:2]=[CH:3][C:4]([CH:7]([C:8]2[NH:9][CH2:13][CH2:14][N:15]=2)[CH2:10][CH3:11])=[CH:5][CH:6]=1.